From a dataset of Catalyst prediction with 721,799 reactions and 888 catalyst types from USPTO. Predict which catalyst facilitates the given reaction. (1) The catalyst class is: 6. Product: [F:2][C:3]1[CH:17]=[CH:16][C:6]2[C:7]([CH:10]3[CH2:11][CH2:12][NH:13][CH2:14][CH2:15]3)=[N:8][O:9][C:5]=2[CH:4]=1. Reactant: Cl.[F:2][C:3]1[CH:17]=[CH:16][C:6]2[C:7]([CH:10]3[CH2:15][CH2:14][NH:13][CH2:12][CH2:11]3)=[N:8][O:9][C:5]=2[CH:4]=1.[OH-].[Na+]. (2) Reactant: Cl[CH2:2][CH2:3][CH2:4][CH2:5][CH:6]([C:14]1[N:18]=[C:17]([NH:19][C:20]2[CH:25]=[C:24]([F:26])[C:23]([N:27]3[CH:31]=[C:30]([Cl:32])[N:29]=[CH:28]3)=[C:22]([F:33])[CH:21]=2)[NH:16][N:15]=1)[C:7]1[CH:12]=[CH:11][C:10]([F:13])=[CH:9][CH:8]=1.C(=O)([O-])[O-].[K+].[K+].[I-].[K+]. Product: [Cl:32][C:30]1[N:29]=[CH:28][N:27]([C:23]2[C:24]([F:26])=[CH:25][C:20]([NH:19][C:17]3[N:18]=[C:14]4[CH:6]([C:7]5[CH:8]=[CH:9][C:10]([F:13])=[CH:11][CH:12]=5)[CH2:5][CH2:4][CH2:3][CH2:2][N:15]4[N:16]=3)=[CH:21][C:22]=2[F:33])[CH:31]=1. The catalyst class is: 3. (3) Reactant: [CH2:1]([O:3][C:4]([N:6]1[CH:15]=[CH:14][C:13]2[C:8](=[CH:9][C:10]([O:17][CH3:18])=[C:11]([OH:16])[CH:12]=2)[CH:7]1[CH2:19][C:20]1[CH:25]=[CH:24][CH:23]=[C:22]([O:26][CH3:27])[CH:21]=1)=[O:5])[CH3:2].C(=O)([O-])[O-].[K+].[K+].[CH:34]1(I)[CH2:38][CH2:37][CH2:36][CH2:35]1.C(OCC)(=O)C.CCCCCC. Product: [CH2:1]([O:3][C:4]([N:6]1[CH:15]=[CH:14][C:13]2[C:8](=[CH:9][C:10]([O:17][CH3:18])=[C:11]([O:16][CH:34]3[CH2:38][CH2:37][CH2:36][CH2:35]3)[CH:12]=2)[CH:7]1[CH2:19][C:20]1[CH:25]=[CH:24][CH:23]=[C:22]([O:26][CH3:27])[CH:21]=1)=[O:5])[CH3:2]. The catalyst class is: 9. (4) Reactant: [C:1](Cl)(=[O:8])[C:2]1[CH:7]=[CH:6][CH:5]=[CH:4][CH:3]=1.N1C=CC=CC=1.[OH:16][CH2:17][C:18]1[C:27]([CH3:28])=[C:26]2[C:21]([CH2:22][CH2:23][CH2:24][N:25]2[C:29]([O:31][C:32]([CH3:35])([CH3:34])[CH3:33])=[O:30])=[CH:20][CH:19]=1. Product: [C:1]([O:16][CH2:17][C:18]1[C:27]([CH3:28])=[C:26]2[C:21]([CH2:22][CH2:23][CH2:24][N:25]2[C:29]([O:31][C:32]([CH3:35])([CH3:34])[CH3:33])=[O:30])=[CH:20][CH:19]=1)(=[O:8])[C:2]1[CH:7]=[CH:6][CH:5]=[CH:4][CH:3]=1. The catalyst class is: 6. (5) Reactant: [Br:1][C:2]1[CH:7]=[C:6]([OH:8])[C:5]([OH:9])=[C:4]([F:10])[CH:3]=1.[C:11](Cl)(Cl)=[S:12].[OH-].[Na+]. Product: [Br:1][C:2]1[CH:3]=[C:4]([F:10])[C:5]2[O:9][C:11](=[S:12])[O:8][C:6]=2[CH:7]=1. The catalyst class is: 789. (6) Reactant: [F:1][C:2]([F:18])([F:17])[C:3]1[CH:8]=[CH:7][C:6]([C:9]2[N:14]=[C:13]([CH2:15]O)[CH:12]=[CH:11][N:10]=2)=[CH:5][CH:4]=1.C([N:22](C(C)C)CC)(C)C.CS(Cl)(=O)=O. Product: [F:1][C:2]([F:18])([F:17])[C:3]1[CH:8]=[CH:7][C:6]([C:9]2[N:14]=[C:13]([CH2:15][NH2:22])[CH:12]=[CH:11][N:10]=2)=[CH:5][CH:4]=1. The catalyst class is: 2. (7) The catalyst class is: 1. Product: [CH3:8][C:2]([CH3:1])([CH3:9])/[CH:3]=[CH:4]/[C:5](=[O:7])[CH3:13]. Reactant: [CH3:1][C:2]([CH3:9])([CH3:8])/[CH:3]=[CH:4]/[C:5]([OH:7])=O.[Li]C.Cl.[CH3:13]COCC. (8) Reactant: CCN(CC)CC.[CH2:8]([NH2:15])[C:9]1[CH:14]=[CH:13][CH:12]=[CH:11][CH:10]=1.[CH3:16][CH:17]1[C:26](=O)[CH2:25][CH2:24][C:19]2([O:23][CH2:22][CH2:21][O:20]2)[CH2:18]1.CC(OC)(C)C. Product: [CH3:16][CH:17]1[C:26](=[N:15][CH2:8][C:9]2[CH:14]=[CH:13][CH:12]=[CH:11][CH:10]=2)[CH2:25][CH2:24][C:19]2([O:20][CH2:21][CH2:22][O:23]2)[CH2:18]1. The catalyst class is: 388. (9) Reactant: [C:1]([N:4]1[CH:8]=[C:7]([O:9][C:10]2[CH:15]=[CH:14][CH:13]=[CH:12][C:11]=2[Cl:16])[C:6]([C:17]2[CH:22]=[CH:21][C:20]([O:23]C)=[CH:19][C:18]=2[O:25]C)=[N:5]1)(=[O:3])[CH3:2].[Cl:27][S:28]([OH:31])(=O)=[O:29]. Product: [C:1]([N:4]1[CH:8]=[C:7]([O:9][C:10]2[CH:15]=[CH:14][C:13]([S:28]([Cl:27])(=[O:31])=[O:29])=[CH:12][C:11]=2[Cl:16])[C:6]([C:17]2[CH:22]=[C:21]([S:28]([Cl:27])(=[O:31])=[O:29])[C:20]([OH:23])=[CH:19][C:18]=2[OH:25])=[N:5]1)(=[O:3])[CH3:2]. The catalyst class is: 4.